This data is from Forward reaction prediction with 1.9M reactions from USPTO patents (1976-2016). The task is: Predict the product of the given reaction. (1) The product is: [CH3:1][C:2]([CH3:27])=[CH:3][CH2:4][C@@H:5]([OH:20])[C:6]1[C:16](=[O:17])[C:15]2[C:14]([OH:18])=[CH:13][CH:12]=[C:11]([OH:19])[C:10]=2[C:8](=[O:9])[CH:7]=1. Given the reactants [CH3:1][C:2]([CH3:27])=[CH:3][CH2:4][CH:5]([O:20]C(C=C(C)C)=O)[C:6]1[C:16](=[O:17])[C:15]2[C:10](=[C:11]([OH:19])[CH:12]=[CH:13][C:14]=2[OH:18])[C:8](=[O:9])[CH:7]=1.CC(C)=CC[C@@H](OC(C)=O)C1C(=O)C2C(O)=CC=C(O)C=2C(=O)C=1, predict the reaction product. (2) Given the reactants I[C:2]([Si:19]([CH3:22])([CH3:21])[CH3:20])=[C:3]1[C:12](=[C:13](I)[Si:14]([CH3:17])([CH3:16])[CH3:15])[CH2:11][C:10]2[C:5](=[CH:6][CH:7]=[CH:8][CH:9]=2)[CH2:4]1.C([Li])(C)(C)C.CN1C(=O)N(C)CCC1.I[C:38]1[C:47](I)=[CH:46][C:45]2[C:40](=[CH:41][CH:42]=[CH:43][CH:44]=2)[CH:39]=1, predict the reaction product. The product is: [CH3:20][Si:19]([CH3:22])([CH3:21])[C:2]1[C:47]2[C:38](=[CH:39][C:40]3[C:45]([CH:46]=2)=[CH:44][CH:43]=[CH:42][CH:41]=3)[C:13]([Si:14]([CH3:17])([CH3:16])[CH3:15])=[C:12]2[C:3]=1[CH2:4][C:5]1[CH:6]=[CH:7][CH:8]=[CH:9][C:10]=1[CH2:11]2.